This data is from Full USPTO retrosynthesis dataset with 1.9M reactions from patents (1976-2016). The task is: Predict the reactants needed to synthesize the given product. (1) Given the product [C:3]([C:5]1[CH:10]=[CH:9][CH:8]=[CH:7][C:6]=1[NH:13][C:24](=[O:25])[C:23]1[CH:27]=[CH:28][C:20]([O:19][CH3:18])=[CH:21][CH:22]=1)(=[O:4])[CH3:2], predict the reactants needed to synthesize it. The reactants are: N[CH2:2][C:3]([C:5]1[CH:10]=[CH:9][CH:8]=[CH:7][CH:6]=1)=[O:4].CC[N:13](CC)CC.[CH3:18][O:19][C:20]1[CH:28]=[CH:27][C:23]([C:24](Cl)=[O:25])=[CH:22][CH:21]=1. (2) Given the product [OH:31][CH2:30][CH2:29][N:3]1[N:2]=[N:1][C:5]([C:6]2[CH:7]=[C:8]([C:12]3[N:17]4[N:18]=[CH:19][C:20]([C:21]([C:23]5[S:24][CH:25]=[CH:26][CH:27]=5)=[O:22])=[C:16]4[N:15]=[CH:14][CH:13]=3)[CH:9]=[CH:10][CH:11]=2)=[N:4]1, predict the reactants needed to synthesize it. The reactants are: [NH:1]1[C:5]([C:6]2[CH:7]=[C:8]([C:12]3[N:17]4[N:18]=[CH:19][C:20]([C:21]([C:23]5[S:24][CH:25]=[CH:26][CH:27]=5)=[O:22])=[C:16]4[N:15]=[CH:14][CH:13]=3)[CH:9]=[CH:10][CH:11]=2)=[N:4][N:3]=[N:2]1.Br[CH2:29][CH2:30][OH:31]. (3) Given the product [NH2:18][CH:8]([C:7]1[CH:10]=[CH:11][C:4]([O:3][C:2]([F:13])([F:12])[F:1])=[CH:5][CH:6]=1)[C:14]([OH:15])=[O:17], predict the reactants needed to synthesize it. The reactants are: [F:1][C:2]([F:13])([F:12])[O:3][C:4]1[CH:11]=[CH:10][C:7]([CH:8]=O)=[CH:6][CH:5]=1.[C:14](=[O:17])([O-])[O-:15].[NH4+:18].[NH4+].[C-]#N.[K+].Cl. (4) Given the product [F:1][C:2]1[CH:11]=[CH:10][C:9]([F:12])=[C:8]2[C:3]=1[C:4]([NH:13][CH2:14][CH2:15][C:16]1[CH:17]=[CH:18][C:19]([O:23][C:24]3[CH:29]=[C:28]([C:30]([F:33])([F:31])[F:32])[CH:27]=[CH:26][N:25]=3)=[C:20]([O:22][CH2:35][CH2:36][CH3:37])[CH:21]=1)=[N:5][CH:6]=[N:7]2, predict the reactants needed to synthesize it. The reactants are: [F:1][C:2]1[CH:11]=[CH:10][C:9]([F:12])=[C:8]2[C:3]=1[C:4]([NH:13][CH2:14][CH2:15][C:16]1[CH:17]=[CH:18][C:19]([O:23][C:24]3[CH:29]=[C:28]([C:30]([F:33])([F:32])[F:31])[CH:27]=[CH:26][N:25]=3)=[C:20]([OH:22])[CH:21]=1)=[N:5][CH:6]=[N:7]2.I[CH2:35][CH2:36][CH3:37].C([O-])([O-])=O.[K+].[K+].O. (5) Given the product [CH3:20][O:21][C:2]1[CH:3]=[CH:4][C:5]2[O:10][CH2:9][C:8](=[O:11])[NH:7][C:6]=2[C:12]=1[CH3:13], predict the reactants needed to synthesize it. The reactants are: Br[C:2]1[CH:3]=[CH:4][C:5]2[O:10][CH2:9][C:8](=[O:11])[NH:7][C:6]=2[C:12]=1[CH3:13].C1CCCCC1.[CH3:20][O-:21].[Na+]. (6) Given the product [Br:1][C:2]1[CH:3]=[N:4][N:5]([CH2:9][CH2:8][Cl:7])[CH:6]=1, predict the reactants needed to synthesize it. The reactants are: [Br:1][C:2]1[CH:3]=[N:4][NH:5][CH:6]=1.[Cl:7][CH2:8][CH2:9]O.C1C=CC(P(C2C=CC=CC=2)C2C=CC=CC=2)=CC=1.CCOC(/N=N/C(OCC)=O)=O. (7) Given the product [OH:13][CH2:12][CH2:11][CH2:10][CH:9]([NH:8][C:6](=[O:7])[O:5][C:1]([CH3:3])([CH3:2])[CH3:4])[CH2:16][S:17][C:18]1[CH:19]=[CH:20][CH:21]=[CH:22][CH:23]=1, predict the reactants needed to synthesize it. The reactants are: [C:1]([O:5][C:6]([NH:8][CH:9]([CH2:16][S:17][C:18]1[CH:23]=[CH:22][CH:21]=[CH:20][CH:19]=1)[CH2:10][CH2:11][C:12](OC)=[O:13])=[O:7])([CH3:4])([CH3:3])[CH3:2].C([BH-](CC)CC)C.[Li+].